From a dataset of Catalyst prediction with 721,799 reactions and 888 catalyst types from USPTO. Predict which catalyst facilitates the given reaction. (1) Product: [Cl:1][C:2]1[CH:7]=[CH:6][CH:5]=[C:4]([N:8]2[CH2:9][CH2:10][CH2:11][CH2:12]2)[C:3]=1[CH2:13][N:14]1[CH2:15][CH2:16][N:17]([C:20]([O:21][N:22]2[C:26](=[O:27])[CH2:25][CH2:24][C:23]2=[O:28])=[O:29])[CH2:18][CH2:19]1. Reactant: [Cl:1][C:2]1[CH:7]=[CH:6][CH:5]=[C:4]([N:8]2[CH2:12][CH2:11][CH2:10][CH2:9]2)[C:3]=1[CH2:13][N:14]1[CH2:19][CH2:18][NH:17][CH2:16][CH2:15]1.[C:20](=O)([O:29]N1C(=O)CCC1=O)[O:21][N:22]1[C:26](=[O:27])[CH2:25][CH2:24][C:23]1=[O:28].ClCCl.C(N(CC)C(C)C)(C)C. The catalyst class is: 6. (2) Reactant: [F:1][C:2]([F:12])([F:11])[C:3]1[CH:10]=[CH:9][CH:8]=[CH:7][C:4]=1[CH:5]=O.[N+:13]([CH3:16])([O-:15])=[O:14].[OH-].[Na+].Cl. Product: [N+:13](/[CH:16]=[CH:5]/[C:4]1[CH:7]=[CH:8][CH:9]=[CH:10][C:3]=1[C:2]([F:12])([F:11])[F:1])([O-:15])=[O:14]. The catalyst class is: 24. (3) Reactant: [Br:1][C:2]1[CH:3]=[C:4]([CH:8](P(=O)(OCC)OCC)[F:9])[CH:5]=[CH:6][CH:7]=1.[Li+].CC([N-]C(C)C)C.[CH:26]([C:28]1[CH:37]=[CH:36][C:31]([C:32]([O:34][CH3:35])=[O:33])=[CH:30][CH:29]=1)=O.O. Product: [Br:1][C:2]1[CH:3]=[C:4](/[C:8](/[F:9])=[CH:26]/[C:28]2[CH:37]=[CH:36][C:31]([C:32]([O:34][CH3:35])=[O:33])=[CH:30][CH:29]=2)[CH:5]=[CH:6][CH:7]=1. The catalyst class is: 1. (4) Reactant: [CH2:1]([O:3][C:4](=[O:40])[CH2:5][C:6]1[CH:7]=[C:8]([C:14]2[CH:19]=[CH:18][C:17]([C:20]3[CH:21]=[N:22][C:23]([O:26][CH2:27][CH3:28])=[CH:24][CH:25]=3)=[CH:16][C:15]=2[CH2:29][N:30](C(OC(C)(C)C)=O)[CH2:31][CH3:32])[C:9]([O:12][CH3:13])=[CH:10][CH:11]=1)[CH3:2].[ClH:41].O1CCOCC1. Product: [ClH:41].[CH2:1]([O:3][C:4](=[O:40])[CH2:5][C:6]1[CH:7]=[C:8]([C:14]2[CH:19]=[CH:18][C:17]([C:20]3[CH:21]=[N:22][C:23]([O:26][CH2:27][CH3:28])=[CH:24][CH:25]=3)=[CH:16][C:15]=2[CH2:29][NH:30][CH2:31][CH3:32])[C:9]([O:12][CH3:13])=[CH:10][CH:11]=1)[CH3:2]. The catalyst class is: 4. (5) Reactant: [N:1]1([CH2:8][CH2:9][CH2:10][O:11][C:12]2[CH:17]=[CH:16][C:15]([CH2:18][CH2:19][CH2:20][CH2:21][C:22](OC)=[O:23])=[CH:14][CH:13]=2)[CH2:7][CH2:6][CH2:5][CH2:4][CH2:3][CH2:2]1.[H-].[Al+3].[Li+].[H-].[H-].[H-].[O-]S([O-])(=O)=O.[Na+].[Na+]. Product: [N:1]1([CH2:8][CH2:9][CH2:10][O:11][C:12]2[CH:13]=[CH:14][C:15]([CH2:18][CH2:19][CH2:20][CH2:21][CH2:22][OH:23])=[CH:16][CH:17]=2)[CH2:7][CH2:6][CH2:5][CH2:4][CH2:3][CH2:2]1. The catalyst class is: 165. (6) Reactant: [C:1]([C:3]1[CH:4]=[CH:5][C:6]([O:30][CH3:31])=[C:7]([S:9]([N:12]([CH2:24][C:25]([O:27]CC)=[O:26])[CH2:13][CH2:14][C:15]2[CH:20]=[CH:19][C:18]([CH:21]([CH3:23])[CH3:22])=[CH:17][CH:16]=2)(=[O:11])=[O:10])[CH:8]=1)#[N:2].[OH-].[Na+].Cl. Product: [C:1]([C:3]1[CH:4]=[CH:5][C:6]([O:30][CH3:31])=[C:7]([S:9]([N:12]([CH2:24][C:25]([OH:27])=[O:26])[CH2:13][CH2:14][C:15]2[CH:20]=[CH:19][C:18]([CH:21]([CH3:22])[CH3:23])=[CH:17][CH:16]=2)(=[O:11])=[O:10])[CH:8]=1)#[N:2]. The catalyst class is: 7. (7) Reactant: [CH3:1][O:2][C:3]1[CH:29]=[CH:28][C:6]2[NH:7][C:8](=[O:27])[N:9]([CH:12]3[CH2:17][CH2:16][N:15]([C:18]4[CH:23]=[C:22]([C:24](O)=[O:25])[CH:21]=[CH:20][N:19]=4)[CH2:14][CH2:13]3)[CH2:10][CH2:11][C:5]=2[CH:4]=1.[NH:30]1[C:40]2[C:41]3[CH:32]([CH2:33][C:34](=[O:42])[NH:35][C:36]=3[CH:37]=[CH:38][CH:39]=2)[CH2:31]1.CN(C(ON1N=NC2C=CC=CC1=2)=[N+](C)C)C.[B-](F)(F)(F)F. Product: [CH3:1][O:2][C:3]1[CH:29]=[CH:28][C:6]2[NH:7][C:8](=[O:27])[N:9]([CH:12]3[CH2:17][CH2:16][N:15]([C:18]4[CH:23]=[C:22]([C:24]([N:30]5[C:40]6[C:41]7[CH:32]([CH2:33][C:34](=[O:42])[NH:35][C:36]=7[CH:37]=[CH:38][CH:39]=6)[CH2:31]5)=[O:25])[CH:21]=[CH:20][N:19]=4)[CH2:14][CH2:13]3)[CH2:10][CH2:11][C:5]=2[CH:4]=1. The catalyst class is: 3.